From a dataset of Full USPTO retrosynthesis dataset with 1.9M reactions from patents (1976-2016). Predict the reactants needed to synthesize the given product. (1) The reactants are: [C:1]([O:5][C:6](=[O:23])[NH:7][C@H:8]1[CH2:13][C:12](=[O:14])[CH2:11][O:10][C@@H:9]1[C:15]1[CH:20]=[C:19]([F:21])[CH:18]=[CH:17][C:16]=1[F:22])([CH3:4])([CH3:3])[CH3:2].B(F)(F)F.[CH3:28]COCC.C[Si](C=[N+]=[N-])(C)C.C1(C)C=CC(S([O-])(=O)=O)=CC=1.[NH+]1C=CC=CC=1. Given the product [C:1]([O:5][C:6](=[O:23])[NH:7][C@H:8]1[CH2:13][C:12](=[O:14])[CH2:11][CH2:28][O:10][C@@H:9]1[C:15]1[CH:20]=[C:19]([F:21])[CH:18]=[CH:17][C:16]=1[F:22])([CH3:2])([CH3:4])[CH3:3], predict the reactants needed to synthesize it. (2) The reactants are: [I:1][C:2]1[CH:3]=[C:4]([CH:7]=[CH:8][CH:9]=1)[CH2:5]Cl.[NH:10]1[CH2:14][CH2:13][CH2:12][CH2:11]1. Given the product [I:1][C:2]1[CH:3]=[C:4]([CH:7]=[CH:8][CH:9]=1)[CH2:5][N:10]1[CH2:14][CH2:13][CH2:12][CH2:11]1, predict the reactants needed to synthesize it. (3) Given the product [CH:26]1([C:30]#[C:31][C:2]2[CH:3]=[C:4]3[C:8](=[CH:9][CH:10]=2)[N:7]([CH:11]2[CH2:16][CH2:15][CH2:14][CH2:13][O:12]2)[N:6]=[C:5]3[F:17])[CH2:29][CH2:28][CH2:27]1, predict the reactants needed to synthesize it. The reactants are: Br[C:2]1[CH:3]=[C:4]2[C:8](=[CH:9][CH:10]=1)[N:7]([CH:11]1[CH2:16][CH2:15][CH2:14][CH2:13][O:12]1)[N:6]=[C:5]2[F:17].N#N.C([O-])([O-])=O.[Cs+].[Cs+].[CH:26]1([C:30]#[C:31][Si](C)(C)C)[CH2:29][CH2:28][CH2:27]1. (4) Given the product [OH:8][C:9]1[C:10](=[O:15])[N:11]([S:27]([C:24]2[CH:25]=[CH:26][C:21]([CH3:31])=[CH:22][CH:23]=2)(=[O:29])=[O:28])[CH:12]=[CH:13][CH:14]=1, predict the reactants needed to synthesize it. The reactants are: [Si]([O:8][C:9]1[C:10](=[O:15])[NH:11][CH:12]=[CH:13][CH:14]=1)(C(C)(C)C)(C)C.[Li]CCCC.[C:21]1([CH3:31])[CH:26]=[CH:25][C:24]([S:27](Cl)(=[O:29])=[O:28])=[CH:23][CH:22]=1. (5) Given the product [Cl:23][C:24]1[CH:31]=[C:30]([N:32]2[CH:6]([CH:1]3[CH2:5][CH2:4][CH2:3][CH2:2]3)[CH:7]3[C:8]([C:9]4[CH:10]=[CH:11][C:12]([C:17]([O:19][CH3:20])=[O:18])=[CH:13][C:14]=4[CH2:15][CH2:16]3)=[N:33]2)[CH:29]=[CH:28][C:25]=1[C:26]#[N:27], predict the reactants needed to synthesize it. The reactants are: [CH:1]1([CH:6]=[C:7]2[CH2:16][CH2:15][C:14]3[CH:13]=[C:12]([C:17]([O:19][CH3:20])=[O:18])[CH:11]=[CH:10][C:9]=3[C:8]2=O)[CH2:5][CH2:4][CH2:3][CH2:2]1.Cl.[Cl:23][C:24]1[CH:31]=[C:30]([NH:32][NH2:33])[CH:29]=[CH:28][C:25]=1[C:26]#[N:27]. (6) Given the product [F:1][C:2]1[CH:7]=[CH:6][CH:5]=[C:4]([F:8])[C:3]=1[N:9]1[C:14]2[N:15]=[C:16]([N:36]3[CH2:40][CH2:39][CH2:38][CH2:37]3)[N:17]=[C:18]([C:19]3[CH:20]=[C:21]([CH:28]=[CH:29][C:30]=3[CH3:31])[C:22]([NH:24][CH:25]([CH3:27])[CH3:26])=[O:23])[C:13]=2[CH2:12][NH:11][C:10]1=[O:35], predict the reactants needed to synthesize it. The reactants are: [F:1][C:2]1[CH:7]=[CH:6][CH:5]=[C:4]([F:8])[C:3]=1[N:9]1[C:14]2[N:15]=[C:16](S(C)=O)[N:17]=[C:18]([C:19]3[CH:20]=[C:21]([CH:28]=[CH:29][C:30]=3[CH3:31])[C:22]([NH:24][CH:25]([CH3:27])[CH3:26])=[O:23])[C:13]=2[CH2:12][NH:11][C:10]1=[O:35].[NH:36]1[CH2:40][CH2:39][CH2:38][CH2:37]1. (7) Given the product [Cl:1][C:2]1[C:7]2[C:8](=[O:21])[NH:9][CH2:10][C:6]=2[C:5]([Cl:22])=[CH:4][N:3]=1, predict the reactants needed to synthesize it. The reactants are: [Cl:1][C:2]1[C:7]2[C:8](=[O:21])[N:9](C(C)(C3C=CC=CC=3)C)[CH:10](O)[C:6]=2[C:5]([Cl:22])=[CH:4][N:3]=1.FC(F)(F)C(O)=O.C([SiH](CC)CC)C.CCCCCC.C(OCC)(=O)C.